This data is from Full USPTO retrosynthesis dataset with 1.9M reactions from patents (1976-2016). The task is: Predict the reactants needed to synthesize the given product. (1) Given the product [ClH:1].[Cl:1][C:2]1[CH:3]=[C:4]([CH:8]([CH3:38])[CH2:9][N:10]([CH2:23][CH2:24][CH2:25][O:26][C:27]2[CH2:28][C:29](=[CH:33][C:34]([OH:36])=[O:35])[CH:30]=[CH:31][CH:32]=2)[CH2:11][C:12]2[CH:17]=[CH:16][CH:15]=[C:14]([C:18]([F:20])([F:19])[F:21])[C:13]=2[Cl:22])[CH:5]=[CH:6][CH:7]=1, predict the reactants needed to synthesize it. The reactants are: [Cl:1][C:2]1[CH:3]=[C:4]([CH:8]([CH3:38])[CH2:9][N:10]([CH2:23][CH2:24][CH2:25][O:26][C:27]2[CH2:28][C:29](=[CH:33][C:34]([O:36]C)=[O:35])[CH:30]=[CH:31][CH:32]=2)[CH2:11][C:12]2[CH:17]=[CH:16][CH:15]=[C:14]([C:18]([F:21])([F:20])[F:19])[C:13]=2[Cl:22])[CH:5]=[CH:6][CH:7]=1.ClC1C=CC=CC=1C(C)CN(CCCOC1CC(=CC(O)=O)C=CC=1)CC1C=CC=C(C(F)(F)F)C=1Cl. (2) Given the product [NH2:1][C:2]1[C:3]([C:7](=[S:27])[NH:9][C:10]2[CH:15]=[CH:14][C:13]([F:16])=[C:12]([Br:17])[CH:11]=2)=[N:4][S:5][N:6]=1, predict the reactants needed to synthesize it. The reactants are: [NH2:1][C:2]1[C:3]([C:7]([NH:9][C:10]2[CH:15]=[CH:14][C:13]([F:16])=[C:12]([Br:17])[CH:11]=2)=O)=[N:4][S:5][N:6]=1.COC1C=CC(P2(=S)SP(C3C=CC(OC)=CC=3)(=S)[S:27]2)=CC=1. (3) Given the product [CH:1]1([CH:6]([C:8]2[O:9][C:10]3[C:17]([F:18])=[CH:16][C:15]([F:19])=[CH:14][C:11]=3[C:12]=2[CH3:13])[OH:7])[CH2:5][CH2:4][CH2:3][CH2:2]1, predict the reactants needed to synthesize it. The reactants are: [CH:1]1([C:6]([C:8]2[O:9][C:10]3[C:17]([F:18])=[CH:16][C:15]([F:19])=[CH:14][C:11]=3[C:12]=2[CH3:13])=[O:7])[CH2:5][CH2:4][CH2:3][CH2:2]1.[BH4-].[Na+].O. (4) Given the product [C:1]([C:5]1[CH:9]=[C:8]([NH:10][C:11]([NH:26][C:27]2[CH:28]=[C:29]([OH:34])[CH:30]=[CH:31][C:32]=2[F:33])=[O:19])[N:7]([C:20]2[CH:25]=[CH:24][CH:23]=[CH:22][CH:21]=2)[N:6]=1)([CH3:3])([CH3:2])[CH3:4], predict the reactants needed to synthesize it. The reactants are: [C:1]([C:5]1[CH:9]=[C:8]([NH:10][C:11](=[O:19])OC2C=CC=CC=2)[N:7]([C:20]2[CH:25]=[CH:24][CH:23]=[CH:22][CH:21]=2)[N:6]=1)([CH3:4])([CH3:3])[CH3:2].[NH2:26][C:27]1[CH:28]=[C:29]([OH:34])[CH:30]=[CH:31][C:32]=1[F:33].C1CCN2C(=NCCC2)CC1. (5) Given the product [NH:15]1[C:16]2[C:25]3[CH:24]=[CH:23][CH:22]=[CH:21][C:20]=3[N:19]=[C:18]([NH2:26])[C:17]=2[N:27]=[CH:14]1, predict the reactants needed to synthesize it. The reactants are: C(N(CC)CC)C.Cl.O(N)C.ClC[C:14]1[N:15](CC(O)(C)C)[C:16]2[C:25]3[CH:24]=[CH:23][CH:22]=[CH:21][C:20]=3[N:19]=[C:18]([NH2:26])[C:17]=2[N:27]=1.O. (6) Given the product [Si:17]([O:11][CH2:10][CH:9]([OH:12])[CH2:8][O:1][C:2]1[CH:7]=[CH:6][CH:5]=[CH:4][CH:3]=1)([C:14]([CH3:16])([CH3:15])[CH3:13])([CH3:19])[CH3:18], predict the reactants needed to synthesize it. The reactants are: [O:1]([CH2:8][CH:9]([OH:12])[CH2:10][OH:11])[C:2]1[CH:7]=[CH:6][CH:5]=[CH:4][CH:3]=1.[CH3:13][C:14]([Si:17](Cl)([CH3:19])[CH3:18])([CH3:16])[CH3:15]. (7) Given the product [CH3:28]/[C:21](/[CH:20]=[CH:33]/[CH:34]=[C:44](\[CH3:48])/[CH2:43][CH2:42]/[CH:41]=[C:40](\[CH3:49])/[CH2:39][CH2:38][CH:37]=[C:36]([CH3:35])[CH3:50])=[CH:22]\[C:23]([O:25][CH2:1][CH3:2])=[O:24], predict the reactants needed to synthesize it. The reactants are: [CH2:1]1OCCOCCOCCOCCO[CH2:2]1.[OH-].[Na+].C([C:20]([CH2:33][CH3:34])(P(O)(O)=O)/[C:21](/[CH3:28])=[C:22](\CC)/[C:23]([O-:25])=[O:24])C.[CH3:35][C:36]([CH3:50])=[CH:37][CH2:38][CH2:39]/[C:40](/[CH3:49])=[CH:41]/[CH2:42][CH2:43]/[C:44](/[CH3:48])=C/C=O. (8) Given the product [CH3:1][N:2]1[CH2:3][CH2:4][N:5]([C:8]2[CH:13]=[CH:12][CH:11]=[CH:10][C:9]=2[NH2:14])[CH2:6][CH2:7]1, predict the reactants needed to synthesize it. The reactants are: [CH3:1][N:2]1[CH2:7][CH2:6][N:5]([C:8]2[CH:13]=[CH:12][CH:11]=[CH:10][C:9]=2[N+:14]([O-])=O)[CH2:4][CH2:3]1. (9) Given the product [Cl:19][C:7]1[C:8]([C:12]([O:14][CH2:15][CH3:16])=[O:13])=[N:9][C:10]2[C:5]([N:6]=1)=[CH:4][CH:3]=[C:2]([F:1])[CH:11]=2, predict the reactants needed to synthesize it. The reactants are: [F:1][C:2]1[CH:11]=[C:10]2[C:5]([N:6]=[C:7](O)[C:8]([C:12]([O:14][CH2:15][CH3:16])=[O:13])=[N:9]2)=[CH:4][CH:3]=1.O(Cl)[Cl:19].[P+5].